This data is from Catalyst prediction with 721,799 reactions and 888 catalyst types from USPTO. The task is: Predict which catalyst facilitates the given reaction. (1) Reactant: [CH3:1]I.[Cl:3][C:4]1[CH:9]=[CH:8][C:7]([CH:10]2[N:14]([C:15]3[CH:20]=[CH:19][C:18]([Cl:21])=[CH:17][C:16]=3[Cl:22])[N:13]=[C:12]([C:23]([OH:25])=[O:24])[CH:11]2[CH3:26])=[CH:6][CH:5]=1.O. Product: [CH3:1][O:24][C:23]([C:12]1[CH:11]([CH3:26])[CH:10]([C:7]2[CH:6]=[CH:5][C:4]([Cl:3])=[CH:9][CH:8]=2)[N:14]([C:15]2[CH:20]=[CH:19][C:18]([Cl:21])=[CH:17][C:16]=2[Cl:22])[N:13]=1)=[O:25]. The catalyst class is: 9. (2) Reactant: Cl[CH2:2][C:3]([NH:5][C:6]1[CH:7]=[C:8]([CH:25]=[CH:26][C:27]=1[O:28][C:29]([F:32])([F:31])[F:30])[C:9]([NH:11][C:12]1[CH:13]=[N:14][C:15]([C:18]2[CH:23]=[CH:22][CH:21]=[CH:20][C:19]=2[F:24])=[CH:16][CH:17]=1)=[O:10])=[O:4].Cl.[CH:34]12[O:41][CH:38]([CH2:39][CH2:40]1)[CH2:37][NH:36][CH2:35]2.C(N(CC)CC)C.[I-].[K+]. Product: [F:24][C:19]1[CH:20]=[CH:21][CH:22]=[CH:23][C:18]=1[C:15]1[N:14]=[CH:13][C:12]([NH:11][C:9](=[O:10])[C:8]2[CH:25]=[CH:26][C:27]([O:28][C:29]([F:32])([F:31])[F:30])=[C:6]([NH:5][C:3](=[O:4])[CH2:2][N:36]3[CH2:35][CH:34]4[O:41][CH:38]([CH2:39][CH2:40]4)[CH2:37]3)[CH:7]=2)=[CH:17][CH:16]=1. The catalyst class is: 3.